From a dataset of Cav3 T-type calcium channel HTS with 100,875 compounds. Binary Classification. Given a drug SMILES string, predict its activity (active/inactive) in a high-throughput screening assay against a specified biological target. (1) The compound is S(=O)(=O)(Nc1c(cccc1)C(OCC)=O)c1ccc(cc1)C. The result is 0 (inactive). (2) The compound is O=C(N1CCN(CC1)c1c(ccc(c1)C)C)C(n1cccc1)Cc1ccccc1. The result is 1 (active). (3) The molecule is Brc1cc(C2C(=CN(C(C)C)C=C2C(OC)=O)C(OC)=O)cc(OC)c1OC. The result is 0 (inactive). (4) The drug is O(c1c(C2C(=CN(C=C2C(OC)=O)C)C(OC)=O)cccc1)CC. The result is 0 (inactive). (5) The drug is S(CC(=O)N1CCN(CC1)C(OCC)=O)Cc1ccc(cc1)C. The result is 0 (inactive). (6) The compound is O=c1[nH]c(c2ccccc2)ccc1. The result is 0 (inactive). (7) The compound is O1CCN(CC1)Cc1ccc(C(=O)NC2CCCC2)cc1. The result is 0 (inactive).